From a dataset of Reaction yield outcomes from USPTO patents with 853,638 reactions. Predict the reaction yield, written as a fraction of the theoretical maximum amount of product (1.0 means a 100% yield; for example, 0.34 means a 34% yield). (1) The reactants are Cl[C:2]1[N:3]=[C:4]([N:16]2[CH2:21][CH2:20][O:19][CH2:18][CH2:17]2)[C:5]2[CH2:10][N:9]([C:11]([O:13][CH2:14][CH3:15])=[O:12])[CH2:8][C:6]=2[N:7]=1.[CH2:22]([NH:24][C:25]([NH:27][C:28]1[CH:33]=[CH:32][C:31](B2OC(C)(C)C(C)(C)O2)=[C:30]([F:43])[CH:29]=1)=[O:26])[CH3:23].ClCCl.C(=O)([O-])[O-].[Na+].[Na+]. The catalyst is C1C=CC(P(C2C=CC=CC=2)[C-]2C=CC=C2)=CC=1.C1C=CC(P(C2C=CC=CC=2)[C-]2C=CC=C2)=CC=1.Cl[Pd]Cl.[Fe+2].CCO.O.COCCOC. The product is [CH2:22]([NH:24][C:25](=[O:26])[NH:27][C:28]1[CH:33]=[CH:32][C:31]([C:2]2[N:3]=[C:4]([N:16]3[CH2:21][CH2:20][O:19][CH2:18][CH2:17]3)[C:5]3[CH2:10][N:9]([C:11]([O:13][CH2:14][CH3:15])=[O:12])[CH2:8][C:6]=3[N:7]=2)=[C:30]([F:43])[CH:29]=1)[CH3:23]. The yield is 0.200. (2) The reactants are [F:1][C:2]1[CH:3]=[C:4]([N:14]2[CH2:18][C@H:17]([CH2:19][NH:20][C:21](=[S:24])[O:22][CH3:23])[O:16][C:15]2=[O:25])[CH:5]=[CH:6][C:7]=1[N:8]1[CH2:13][CH2:12][NH:11][CH2:10][CH2:9]1.[O:26]1[C:30]2[CH:31]=[CH:32][CH:33]=[CH:34][C:29]=2[CH:28]=[C:27]1[C:35](O)=[O:36].O.ON1C2C=CC=CC=2N=N1.Cl.C(N=C=NCCCN(C)C)C.C(N(CC)CC)C. The catalyst is CN(C=O)C.O. The product is [O:26]1[C:30]2[CH:31]=[CH:32][CH:33]=[CH:34][C:29]=2[CH:28]=[C:27]1[C:35]([N:11]1[CH2:10][CH2:9][N:8]([C:7]2[CH:6]=[CH:5][C:4]([N:14]3[CH2:18][C@H:17]([CH2:19][NH:20][C:21](=[S:24])[O:22][CH3:23])[O:16][C:15]3=[O:25])=[CH:3][C:2]=2[F:1])[CH2:13][CH2:12]1)=[O:36]. The yield is 0.172. (3) The product is [Cl:1][C:2]1[CH:11]=[C:10]([C:12]([NH:14][CH2:15][C:16]2[CH:24]=[CH:23][CH:22]=[C:21]3[C:17]=2[CH:18]=[N:19][N:20]3[CH:25]2[CH2:30][CH2:29][CH2:28][CH2:27][O:26]2)=[O:13])[CH:9]=[CH:8][C:3]=1[C:4]([OH:6])=[O:5]. The yield is 0.910. The reactants are [Cl:1][C:2]1[CH:11]=[C:10]([C:12]([NH:14][CH2:15][C:16]2[CH:24]=[CH:23][CH:22]=[C:21]3[C:17]=2[CH:18]=[N:19][N:20]3[CH:25]2[CH2:30][CH2:29][CH2:28][CH2:27][O:26]2)=[O:13])[CH:9]=[CH:8][C:3]=1[C:4]([O:6]C)=[O:5].[OH-].[Na+]. The catalyst is CO.